Predict the product of the given reaction. From a dataset of Forward reaction prediction with 1.9M reactions from USPTO patents (1976-2016). (1) Given the reactants [C:1]1([C:7](SCC(OC)=O)=[S:8])[CH:6]=[CH:5][CH:4]=[CH:3][CH:2]=1.[NH2:15][C:16]1[C:17]([C:23]([NH:25][NH2:26])=O)=[N:18][C:19]([Br:22])=[CH:20][N:21]=1.Cl, predict the reaction product. The product is: [Br:22][C:19]1[N:18]=[C:17]([C:23]2[S:8][C:7]([C:1]3[CH:6]=[CH:5][CH:4]=[CH:3][CH:2]=3)=[N:26][N:25]=2)[C:16]([NH2:15])=[N:21][CH:20]=1. (2) Given the reactants C([O:8][C:9]1[CH:14]=[C:13]([C@@:15]2([OH:51])[CH2:20][CH2:19][N:18]([C:21]([O:23][C:24]([CH3:27])([CH3:26])[CH3:25])=[O:22])[CH2:17][C@@H:16]2[C:28]([N:30]([CH:48]2[CH2:50][CH2:49]2)[CH2:31][C:32]2[CH:37]=[C:36]([CH2:38][CH2:39][CH2:40][O:41][CH3:42])[CH:35]=[C:34]([O:43][CH2:44][CH2:45][O:46][CH3:47])[CH:33]=2)=[O:29])[CH:12]=[CH:11][N:10]=1)C1C=CC=CC=1.C(O)(=O)C, predict the reaction product. The product is: [CH:48]1([N:30]([CH2:31][C:32]2[CH:37]=[C:36]([CH2:38][CH2:39][CH2:40][O:41][CH3:42])[CH:35]=[C:34]([O:43][CH2:44][CH2:45][O:46][CH3:47])[CH:33]=2)[C:28]([C@@H:16]2[C@@:15]([OH:51])([C:13]3[CH:12]=[CH:11][N:10]=[C:9]([OH:8])[CH:14]=3)[CH2:20][CH2:19][N:18]([C:21]([O:23][C:24]([CH3:27])([CH3:26])[CH3:25])=[O:22])[CH2:17]2)=[O:29])[CH2:50][CH2:49]1.